Dataset: Catalyst prediction with 721,799 reactions and 888 catalyst types from USPTO. Task: Predict which catalyst facilitates the given reaction. (1) Reactant: Cl[C:2]1[CH:7]=[C:6]([Cl:8])[C:5]([C:9]([F:12])([F:11])[F:10])=[CH:4][C:3]=1[N+:13]([O-:15])=[O:14].C(N(C(C)C)CC)(C)C.Cl.Cl.[CH2:27]([O:30][C@H:31]1[CH2:36][CH2:35][C@H:34]([N:37]2[CH2:42][CH2:41][CH:40]([NH2:43])[CH2:39][CH2:38]2)[CH2:33][CH2:32]1)[CH2:28][CH3:29]. Product: [Cl:8][C:6]1[C:5]([C:9]([F:12])([F:11])[F:10])=[CH:4][C:3]([N+:13]([O-:15])=[O:14])=[C:2]([NH:43][CH:40]2[CH2:39][CH2:38][N:37]([C@H:34]3[CH2:35][CH2:36][C@H:31]([O:30][CH2:27][CH2:28][CH3:29])[CH2:32][CH2:33]3)[CH2:42][CH2:41]2)[CH:7]=1. The catalyst class is: 9. (2) The catalyst class is: 24. Product: [Br:19][C:16]1[CH:17]=[CH:18][C:13]([O:12][C:8]2[CH:7]=[C:6]([CH2:5][C:4]([OH:27])=[O:3])[CH:11]=[CH:10][CH:9]=2)=[C:14]([CH2:20][N:21]2[CH2:25][CH2:24][O:23][C:22]2=[O:26])[CH:15]=1. Reactant: C([O:3][C:4](=[O:27])[CH2:5][C:6]1[CH:11]=[CH:10][CH:9]=[C:8]([O:12][C:13]2[CH:18]=[CH:17][C:16]([Br:19])=[CH:15][C:14]=2[CH2:20][N:21]2[CH2:25][CH2:24][O:23][C:22]2=[O:26])[CH:7]=1)C.[OH-].[Li+]. (3) Reactant: [Cl:1][C:2]1[CH:3]=[C:4]([C@H:8]([NH2:10])[CH3:9])[CH:5]=[CH:6][CH:7]=1.[Cl:11][C:12]1[CH:20]=[CH:19][C:15]([C:16](O)=[O:17])=[CH:14][C:13]=1[S:21](=[O:24])(=[O:23])[NH2:22].CCN=C=NCCCN(C)C.C1C=CC2N(O)N=NC=2C=1. Product: [NH2:22][S:21]([C:13]1[CH:14]=[C:15]([CH:19]=[CH:20][C:12]=1[Cl:11])[C:16]([NH:10][C@@H:8]([C:4]1[CH:5]=[CH:6][CH:7]=[C:2]([Cl:1])[CH:3]=1)[CH3:9])=[O:17])(=[O:24])=[O:23]. The catalyst class is: 173. (4) Reactant: [Br-].[CH3:2]P(C1C=CC=CC=1)(C1C=CC=CC=1)C1C=CC=CC=1.C[Si](C)(C)N[Si](C)(C)C.[Na].[Br:32][C:33]1[CH:34]=[C:35]([CH:39]=O)[CH:36]=[N:37][CH:38]=1. Product: [Br:32][C:33]1[CH:38]=[N:37][CH:36]=[C:35]([CH:39]=[CH2:2])[CH:34]=1. The catalyst class is: 7. (5) Reactant: [CH3:1][O:2][C:3](=[O:18])[CH2:4][C:5]1[C:6](=[O:17])[N:7]([CH2:10][C:11]2[CH:16]=[CH:15][CH:14]=[CH:13][CH:12]=2)[CH2:8][CH:9]=1.[H][H].[CH3:21]O. Product: [CH3:1][O:2][C:3](=[O:18])[CH2:4][CH:5]1[CH2:9][CH2:8][N:7]([CH2:10][CH2:11][C:16]2[CH:15]=[CH:14][CH:13]=[CH:12][CH:21]=2)[C:6]1=[O:17]. The catalyst class is: 45.